The task is: Predict which catalyst facilitates the given reaction.. This data is from Catalyst prediction with 721,799 reactions and 888 catalyst types from USPTO. Reactant: [OH:1][CH:2]1[CH2:7][CH2:6][NH:5][CH2:4][CH2:3]1.C(N(CC)CC)C.[C:15](O[C:15]([O:17][C:18]([CH3:21])([CH3:20])[CH3:19])=[O:16])([O:17][C:18]([CH3:21])([CH3:20])[CH3:19])=[O:16]. Product: [OH:1][CH:2]1[CH2:7][CH2:6][N:5]([C:15]([O:17][C:18]([CH3:21])([CH3:20])[CH3:19])=[O:16])[CH2:4][CH2:3]1. The catalyst class is: 4.